From a dataset of Full USPTO retrosynthesis dataset with 1.9M reactions from patents (1976-2016). Predict the reactants needed to synthesize the given product. (1) Given the product [F:38][C:37]([F:39])([F:40])[C:32]([C:28]1[CH:27]=[C:26]2[C:31](=[CH:30][CH:29]=1)[N:22]([S:19]([C:16]1[CH:15]=[CH:14][C:13]([F:12])=[CH:18][CH:17]=1)(=[O:20])=[O:21])[C@H:23]([CH2:42][C:43]1[S:48][C:47]([S:49][CH3:50])=[N:46][N:45]=1)[CH2:24][CH2:25]2)([OH:41])[C:33]([F:36])([F:34])[F:35], predict the reactants needed to synthesize it. The reactants are: CC1C=CC(S(O)(=O)=O)=CC=1.[F:12][C:13]1[CH:18]=[CH:17][C:16]([S:19]([N:22]2[C:31]3[C:26](=[CH:27][C:28]([C:32]([OH:41])([C:37]([F:40])([F:39])[F:38])[C:33]([F:36])([F:35])[F:34])=[CH:29][CH:30]=3)[CH2:25][CH2:24][C@H:23]2[CH2:42][C:43]([NH:45][NH:46][C:47]([S:49][CH3:50])=[S:48])=O)(=[O:21])=[O:20])=[CH:15][CH:14]=1. (2) Given the product [NH2:1][C:2]1[CH:48]=[CH:47][C:5]([CH2:6][N:7]([C@H:15]2[CH2:20][CH2:19][CH2:18][C@@H:17]([NH:21][C:22]3[N:27]=[C:26]([C:28]4[C:36]5[C:31](=[CH:32][CH:33]=[CH:34][CH:35]=5)[NH:30][CH:29]=4)[C:25]([Cl:46])=[CH:24][N:23]=3)[CH2:16]2)[C:8](=[O:14])[O:9][C:10]([CH3:13])([CH3:12])[CH3:11])=[CH:4][CH:3]=1, predict the reactants needed to synthesize it. The reactants are: [NH2:1][C:2]1[CH:48]=[CH:47][C:5]([CH2:6][N:7]([C@H:15]2[CH2:20][CH2:19][CH2:18][C@@H:17]([NH:21][C:22]3[N:27]=[C:26]([C:28]4[C:36]5[C:31](=[CH:32][CH:33]=[CH:34][CH:35]=5)[N:30](S(C5C=CC=CC=5)(=O)=O)[CH:29]=4)[C:25]([Cl:46])=[CH:24][N:23]=3)[CH2:16]2)[C:8](=[O:14])[O:9][C:10]([CH3:13])([CH3:12])[CH3:11])=[CH:4][CH:3]=1.[OH-].[Na+].O.